Dataset: Catalyst prediction with 721,799 reactions and 888 catalyst types from USPTO. Task: Predict which catalyst facilitates the given reaction. Reactant: [C:1]1([CH:11]([NH:14]C(=O)C(Cl)(Cl)Cl)[CH:12]=[CH2:13])[C:10]2[C:5](=[CH:6][CH:7]=[CH:8][CH:9]=2)[CH:4]=[CH:3][CH:2]=1.[OH-].[Na+]. Product: [C:1]1([CH:11]([NH2:14])[CH:12]=[CH2:13])[C:10]2[C:5](=[CH:6][CH:7]=[CH:8][CH:9]=2)[CH:4]=[CH:3][CH:2]=1. The catalyst class is: 8.